Dataset: Peptide-MHC class I binding affinity with 185,985 pairs from IEDB/IMGT. Task: Regression. Given a peptide amino acid sequence and an MHC pseudo amino acid sequence, predict their binding affinity value. This is MHC class I binding data. (1) The peptide sequence is SDMDTATET. The MHC is HLA-B44:02 with pseudo-sequence HLA-B44:02. The binding affinity (normalized) is 0. (2) The peptide sequence is IMAVGIVSI. The MHC is HLA-A02:03 with pseudo-sequence HLA-A02:03. The binding affinity (normalized) is 1.00. (3) The peptide sequence is SGYYSTTIR. The MHC is HLA-A11:01 with pseudo-sequence HLA-A11:01. The binding affinity (normalized) is 0.371. (4) The peptide sequence is NDTLYGGL. The MHC is H-2-Db with pseudo-sequence H-2-Db. The binding affinity (normalized) is 0. (5) The peptide sequence is VGKVYVKF. The MHC is Mamu-B52 with pseudo-sequence Mamu-B52. The binding affinity (normalized) is 0.660.